From a dataset of Retrosynthesis with 50K atom-mapped reactions and 10 reaction types from USPTO. Predict the reactants needed to synthesize the given product. Given the product N[C@@H]1CCC(F)(F)C[C@H]1O, predict the reactants needed to synthesize it. The reactants are: [N-]=[N+]=N[C@@H]1CCC(F)(F)C[C@H]1O.